Dataset: Catalyst prediction with 721,799 reactions and 888 catalyst types from USPTO. Task: Predict which catalyst facilitates the given reaction. (1) Reactant: [Cl:1][C:2]1[CH:3]=[C:4]([F:25])[C:5]2[NH:9][C:8](=[O:10])[N:7]([CH:11]3[CH2:16][CH2:15][N:14](C(OC(C)(C)C)=O)[CH2:13][CH2:12]3)[C:6]=2[CH:24]=1.[ClH:26]. Product: [ClH:1].[Cl:1][C:2]1[CH:3]=[C:4]([F:25])[C:5]2[NH:9][C:8](=[O:10])[N:7]([CH:11]3[CH2:12][CH2:13][NH:14][CH2:15][CH2:16]3)[C:6]=2[CH:24]=1.[ClH:26]. The catalyst class is: 12. (2) Reactant: [CH:1]([Mg]Br)=[CH2:2].[F:5][C:6]1[CH:15]=[C:14]([F:16])[C:13]([F:17])=[CH:12][C:7]=1[CH2:8][C@H:9]1[CH2:11][O:10]1.Cl. Product: [F:5][C:6]1[CH:15]=[C:14]([F:16])[C:13]([F:17])=[CH:12][C:7]=1[CH2:8][C@H:9]([OH:10])[CH2:11][CH:1]=[CH2:2]. The catalyst class is: 1. (3) Reactant: [Cl:1][C:2]1[CH:7]=[CH:6][CH:5]=[CH:4][C:3]=1[CH2:8][N:9]1[CH:13]=[C:12]([C:14]2[CH:19]=[C:18]([CH:20]=O)[CH:17]=[CH:16][N:15]=2)[N:11]=[CH:10]1.[C:22]1([S:28]([CH2:31][C:32]#[N:33])(=[O:30])=[O:29])[CH:27]=[CH:26][CH:25]=[CH:24][CH:23]=1.C([O-])(O)=O.[Na+]. Product: [C:22]1([S:28]([C:31](=[CH:20][C:18]2[CH:17]=[CH:16][N:15]=[C:14]([C:12]3[N:11]=[CH:10][N:9]([CH2:8][C:3]4[CH:4]=[CH:5][CH:6]=[CH:7][C:2]=4[Cl:1])[CH:13]=3)[CH:19]=2)[C:32]#[N:33])(=[O:29])=[O:30])[CH:23]=[CH:24][CH:25]=[CH:26][CH:27]=1. The catalyst class is: 14. (4) Reactant: [Cl-].O[NH3+:3].[C:4](=[O:7])([O-])[OH:5].[Na+].CS(C)=O.[O:13]=[C:14]1[C:19]([CH2:20][C:21]2[CH:26]=[CH:25][C:24]([C:27]3[C:28]([C:33]#[N:34])=[CH:29][CH:30]=[CH:31][CH:32]=3)=[CH:23][CH:22]=2)=[C:18]([CH2:35][CH2:36][CH3:37])[N:17]2[N:38]=[CH:39][N:40]=[C:16]2[N:15]1[C@H:41]1[CH2:46][CH2:45][C@H:44]([O:47][CH2:48][C:49]([OH:55])([CH3:54])[C:50]([F:53])([F:52])[F:51])[CH2:43][CH2:42]1. Product: [O:7]=[C:4]1[O:5][N:3]=[C:33]([C:28]2[CH:29]=[CH:30][CH:31]=[CH:32][C:27]=2[C:24]2[CH:25]=[CH:26][C:21]([CH2:20][C:19]3[C:14](=[O:13])[N:15]([C@H:41]4[CH2:46][CH2:45][C@H:44]([O:47][CH2:48][C:49]([OH:55])([CH3:54])[C:50]([F:52])([F:53])[F:51])[CH2:43][CH2:42]4)[C:16]4[N:17]([N:38]=[CH:39][N:40]=4)[C:18]=3[CH2:35][CH2:36][CH3:37])=[CH:22][CH:23]=2)[NH:34]1. The catalyst class is: 69.